This data is from Catalyst prediction with 721,799 reactions and 888 catalyst types from USPTO. The task is: Predict which catalyst facilitates the given reaction. (1) Reactant: [Br:1][C:2]1[CH:3]=[CH:4][CH:5]=[C:6]2[C:11]=1[N:10]=[CH:9][C:8]([C:12]([O:14][CH2:15][CH3:16])=[O:13])=[C:7]2Cl.[CH3:18][O:19][C:20]1[CH:27]=[CH:26][C:23]([CH2:24][NH2:25])=[CH:22][CH:21]=1.CCN(C(C)C)C(C)C. Product: [Br:1][C:2]1[CH:3]=[CH:4][CH:5]=[C:6]2[C:11]=1[N:10]=[CH:9][C:8]([C:12]([O:14][CH2:15][CH3:16])=[O:13])=[C:7]2[NH:25][CH2:24][C:23]1[CH:26]=[CH:27][C:20]([O:19][CH3:18])=[CH:21][CH:22]=1. The catalyst class is: 3. (2) Reactant: Br[C:2]1[CH:9]=[CH:8][CH:7]=[CH:6][C:3]=1[CH:4]=[O:5].[CH3:10][N:11]1[CH:15]=[C:14](B2OC(C)(C)C(C)(C)O2)[CH:13]=[N:12]1.C(=O)([O-])[O-].[Na+].[Na+]. Product: [CH3:10][N:11]1[CH:15]=[C:14]([C:2]2[CH:9]=[CH:8][CH:7]=[CH:6][C:3]=2[CH:4]=[O:5])[CH:13]=[N:12]1. The catalyst class is: 745.